This data is from Reaction yield outcomes from USPTO patents with 853,638 reactions. The task is: Predict the reaction yield, written as a fraction of the theoretical maximum amount of product (1.0 means a 100% yield; for example, 0.34 means a 34% yield). (1) The reactants are P12(SP3(SP(SP(S3)(S1)=S)(=S)S2)=S)=[S:2].C([O-])([O-])=O.[Na+].[Na+].[CH3:21][O:22][C:23](=[O:46])[CH2:24][C@@H:25]1[N:31]=[C:30]([C:32]2[CH:37]=[CH:36][C:35]([Cl:38])=[CH:34][CH:33]=2)[C:29]2[CH:39]=[C:40]([O:43][CH3:44])[CH:41]=[CH:42][C:28]=2[NH:27][C:26]1=O. The catalyst is ClCCCl. The product is [CH3:21][O:22][C:23](=[O:46])[CH2:24][C@@H:25]1[N:31]=[C:30]([C:32]2[CH:37]=[CH:36][C:35]([Cl:38])=[CH:34][CH:33]=2)[C:29]2[CH:39]=[C:40]([O:43][CH3:44])[CH:41]=[CH:42][C:28]=2[NH:27][C:26]1=[S:2]. The yield is 0.980. (2) The reactants are [CH3:1][O:2][C:3](=[O:13])[C:4]1[CH:9]=[C:8]([CH:10]=O)[CH:7]=[CH:6][C:5]=1[F:12].[CH2:14]([NH2:20])[CH2:15][CH2:16][CH2:17][CH2:18][CH3:19].C(O[BH-](OC(=O)C)OC(=O)C)(=O)C.C(O)(=O)C.C([O-])(O)=O.[Na+]. The catalyst is ClCCCl. The product is [F:12][C:5]1[CH:6]=[CH:7][C:8]([CH2:10][NH:20][CH2:14][CH2:15][CH2:16][CH2:17][CH2:18][CH3:19])=[CH:9][C:4]=1[C:3]([O:2][CH3:1])=[O:13]. The yield is 0.630.